From a dataset of Full USPTO retrosynthesis dataset with 1.9M reactions from patents (1976-2016). Predict the reactants needed to synthesize the given product. (1) Given the product [CH2:29]=[C:30]1[C@@H:34](/[CH:2]=[CH:3]/[C@@H:4]([O:11][Si:12]([C:15]([CH3:18])([CH3:17])[CH3:16])([CH3:14])[CH3:13])[CH:5]2[CH2:10][CH2:9][CH2:8][CH2:7][CH2:6]2)[C@H:33]([O:35][Si:36]([C:39]([CH3:41])([CH3:40])[CH3:42])([CH3:37])[CH3:38])[CH2:32][C:31]1=[O:43], predict the reactants needed to synthesize it. The reactants are: I/[CH:2]=[CH:3]/[C@@H:4]([O:11][Si:12]([C:15]([CH3:18])([CH3:17])[CH3:16])([CH3:14])[CH3:13])[CH:5]1[CH2:10][CH2:9][CH2:8][CH2:7][CH2:6]1.C([Li])(C)(C)C.C(N([CH2:29][C:30]1[C:31](=[O:43])[CH2:32][C@@H:33]([O:35][Si:36]([C:39]([CH3:42])([CH3:41])[CH3:40])([CH3:38])[CH3:37])[CH:34]=1)CC)C.CCCCCC. (2) Given the product [CH:34]1([C@:32]([OH:33])([CH3:37])[CH2:31][NH:30][C:18](=[O:19])[C:14]2[CH:15]=[C:16]([C:24]3[CH:25]=[CH:26][C:21]([F:20])=[CH:22][CH:23]=3)[C:17]([O:11][CH2:9][C:4]3[CH:5]=[N:6][CH:7]=[CH:2][CH:3]=3)=[N:12][CH:13]=2)[CH2:36][CH2:35]1, predict the reactants needed to synthesize it. The reactants are: Br[C:2]1[CH:3]=[C:4]([C:9]([OH:11])=O)[CH:5]=[N:6][C:7]=1Cl.[N:12]1[CH:17]=[CH:16][CH:15]=[C:14]([CH2:18][OH:19])[CH:13]=1.[F:20][C:21]1[CH:26]=[CH:25][C:24](B(O)O)=[CH:23][CH:22]=1.[NH2:30][CH2:31][C@@:32]([CH3:37])([CH:34]1[CH2:36][CH2:35]1)[OH:33]. (3) Given the product [Si:11]([O:18][C:19]1[CH:25]=[CH:24][C:22]([NH:23][C:2]2[C:3]([CH3:10])=[C:4]([C:8]#[N:9])[N:5]([CH3:7])[CH:6]=2)=[CH:21][CH:20]=1)([C:14]([CH3:17])([CH3:16])[CH3:15])([CH3:13])[CH3:12], predict the reactants needed to synthesize it. The reactants are: Br[C:2]1[C:3]([CH3:10])=[C:4]([C:8]#[N:9])[N:5]([CH3:7])[CH:6]=1.[Si:11]([O:18][C:19]1[CH:25]=[CH:24][C:22]([NH2:23])=[CH:21][CH:20]=1)([C:14]([CH3:17])([CH3:16])[CH3:15])([CH3:13])[CH3:12].C(P(C(C)(C)C)C1C=CC=CC=1C1C(C(C)C)=CC(C(C)C)=CC=1C(C)C)(C)(C)C.O. (4) The reactants are: [Br:1][C:2]1[C:3]([C:12]2[O:13][CH:14]=[CH:15][CH:16]=2)=[N:4][C:5]([NH2:11])=[N:6][C:7]=1S(C)=O.[CH:17]1[CH:18]=[CH:19][C:20]([CH2:23][CH2:24][OH:25])=[CH:21][CH:22]=1.C1CCN2C(=NCCC2)CC1. Given the product [Br:1][C:2]1[C:3]([C:12]2[O:13][CH:14]=[CH:15][CH:16]=2)=[N:4][C:5]([NH2:11])=[N:6][C:7]=1[O:25][CH2:24][CH2:23][C:20]1[CH:21]=[CH:22][CH:17]=[CH:18][CH:19]=1, predict the reactants needed to synthesize it. (5) Given the product [CH2:1]([O:3][C:4]([C:6]1[C:11]([Cl:19])=[CH:10][C:9](=[O:13])[N:8]([CH3:14])[C:7]=1[NH:15][CH3:16])=[O:5])[CH3:2], predict the reactants needed to synthesize it. The reactants are: [CH2:1]([O:3][C:4]([C:6]1[C:11](O)=[CH:10][C:9](=[O:13])[N:8]([CH3:14])[C:7]=1[NH:15][CH3:16])=[O:5])[CH3:2].O=P(Cl)(Cl)[Cl:19]. (6) Given the product [CH3:1][C:2]1[NH:8][C:7]([NH:9][C:19]([NH:18][CH2:17][CH2:16][O:15][C:10](=[O:14])[CH:11]=[CH:13][CH3:21])=[O:20])=[N:6][C:4](=[O:5])[CH:3]=1, predict the reactants needed to synthesize it. The reactants are: [CH3:1][C:2]1[NH:8][C:7]([NH2:9])=[N:6][C:4](=[O:5])[CH:3]=1.[C:10]([O:15][CH2:16][CH2:17][N:18]=[C:19]=[O:20])(=[O:14])[C:11]([CH3:13])=C.[CH2:21]([Sn](=O)CCCC)CCC.